Dataset: Reaction yield outcomes from USPTO patents with 853,638 reactions. Task: Predict the reaction yield, written as a fraction of the theoretical maximum amount of product (1.0 means a 100% yield; for example, 0.34 means a 34% yield). (1) The yield is 0.430. No catalyst specified. The product is [C:43]([O:47][C:48]([N:50]1[CH2:34][CH2:35][C@@H:36]([C:37]([NH:39][NH:40][C:18]([C@H:13]2[CH2:12][CH2:11][C@@H:10]3[CH2:17][N:14]2[C:15](=[O:16])[N:9]3[O:8][CH2:1][C:2]2[CH:3]=[CH:4][CH:5]=[CH:6][CH:7]=2)=[O:20])=[O:62])[CH2:52]1)=[O:49])([CH3:46])([CH3:45])[CH3:44]. The reactants are [CH2:1]([O:8][N:9]1[C:15](=[O:16])[N:14]2[CH2:17][C@H:10]1[CH2:11][CH2:12][C@@H:13]2[C:18]([OH:20])=O)[C:2]1[CH:7]=[CH:6][CH:5]=[CH:4][CH:3]=1.CCN=C=NCCCN(C)C.Cl.C1[CH:34]=[CH:35][C:36]2N(O)[N:40]=[N:39][C:37]=2C=1.[C:43]([O:47][C:48]([N:50]([C:52]([C@@H]1CCNC1)=O)N)=[O:49])([CH3:46])([CH3:45])[CH3:44].CN(C)C=[O:62]. (2) The reactants are [NH:1]1[CH2:5][CH2:4][CH2:3][CH2:2]1.Cl[C:7]1[N:12]=[CH:11][C:10]([C:13]2[CH:31]=[N:30][C:16]3[NH:17][CH2:18][CH2:19][N:20]([CH2:21][C:22]4[CH:27]=[C:26]([Cl:28])[CH:25]=[CH:24][C:23]=4[Cl:29])[C:15]=3[CH:14]=2)=[CH:9][CH:8]=1. The product is [Cl:29][C:23]1[CH:24]=[CH:25][C:26]([Cl:28])=[CH:27][C:22]=1[CH2:21][N:20]1[CH2:19][CH2:18][NH:17][C:16]2[N:30]=[CH:31][C:13]([C:10]3[CH:11]=[N:12][C:7]([N:1]4[CH2:5][CH2:4][CH2:3][CH2:2]4)=[CH:8][CH:9]=3)=[CH:14][C:15]1=2. The yield is 0.360. No catalyst specified. (3) The reactants are [Br:1][C:2]1[CH:3]=[C:4]([OH:8])[CH:5]=[N:6][CH:7]=1.C([O-])([O-])=O.[K+].[K+].I[CH2:16][CH3:17]. The catalyst is CN(C=O)C. The product is [Br:1][C:2]1[CH:7]=[N:6][CH:5]=[C:4]([O:8][CH2:16][CH3:17])[CH:3]=1. The yield is 0.542. (4) The reactants are [CH:1]1([C:7]2[O:8][C:9]([C:24]3[CH:29]=[CH:28][C:27]([C:30]([F:33])([F:32])[F:31])=[CH:26][CH:25]=3)=[CH:10][C:11]=2[CH:12]([O:14][C:15]2[CH:23]=[CH:22][C:18]([C:19](O)=[O:20])=[CH:17][CH:16]=2)[CH3:13])[CH2:6][CH2:5][CH2:4][CH2:3][CH2:2]1.[CH3:34][NH:35][CH2:36][CH2:37][C:38]([O:40]CC)=[O:39]. The yield is 0.840. No catalyst specified. The product is [CH:1]1([C:7]2[O:8][C:9]([C:24]3[CH:29]=[CH:28][C:27]([C:30]([F:33])([F:31])[F:32])=[CH:26][CH:25]=3)=[CH:10][C:11]=2[CH:12]([O:14][C:15]2[CH:23]=[CH:22][C:18]([C:19]([N:35]([CH3:34])[CH2:36][CH2:37][C:38]([OH:40])=[O:39])=[O:20])=[CH:17][CH:16]=2)[CH3:13])[CH2:6][CH2:5][CH2:4][CH2:3][CH2:2]1. (5) The reactants are [NH:1]1[CH:5]=[CH:4][CH:3]=[C:2]1[CH:6]=[O:7].[CH3:8][O:9][C:10]1[CH:17]=[CH:16][C:13]([CH2:14]Cl)=[CH:12][CH:11]=1.[Cl-].[NH4+]. The catalyst is C1COCC1. The product is [CH3:8][O:9][C:10]1[CH:17]=[CH:16][C:13]([CH2:14][N:1]2[CH:5]=[CH:4][CH:3]=[C:2]2[CH:6]=[O:7])=[CH:12][CH:11]=1. The yield is 0.650.